From a dataset of Forward reaction prediction with 1.9M reactions from USPTO patents (1976-2016). Predict the product of the given reaction. (1) Given the reactants Cl[C:2]1[CH:9]=[C:8]([Cl:10])[CH:7]=[C:6]([CH3:11])[C:3]=1[C:4]#[N:5].P([O-])([O-])([O-])=O.[K+].[K+].[K+].N1CCC[C@H]1C(O)=O.[CH2:28]([SH:30])[CH3:29], predict the reaction product. The product is: [Cl:10][C:8]1[CH:7]=[C:6]([CH3:11])[C:3]([C:4]#[N:5])=[C:2]([S:30][CH2:28][CH3:29])[CH:9]=1. (2) Given the reactants CN(C=O)C.Cl[C:7]1[C:8]2[CH:19]=[C:18]([C:20]3[CH:25]=[CH:24][CH:23]=[CH:22][CH:21]=3)[CH:17]=[CH:16][C:9]=2[N:10]([CH3:15])[C:11](=[O:14])[CH2:12][N:13]=1.[CH:26]([C:28]1[CH:29]=[C:30](B(O)O)[CH:31]=[CH:32][CH:33]=1)=[O:27].P([O-])([O-])([O-])=O.[K+].[K+].[K+], predict the reaction product. The product is: [CH3:15][N:10]1[C:9]2[CH:16]=[CH:17][C:18]([C:20]3[CH:25]=[CH:24][CH:23]=[CH:22][CH:21]=3)=[CH:19][C:8]=2[C:7]([C:32]2[CH:33]=[C:28]([CH:29]=[CH:30][CH:31]=2)[CH:26]=[O:27])=[N:13][CH2:12][C:11]1=[O:14]. (3) Given the reactants [CH3:1][N:2]1[CH2:7][CH2:6][NH:5][CH2:4][CH2:3]1.[Cl:8][C:9]1[C:10]([C:28]2[C:36]3[C:31](=[CH:32][CH:33]=[CH:34][CH:35]=3)[N:30]([CH3:37])[CH:29]=2)=[N:11][C:12]([NH:15][C:16]2[CH:21]=[C:20]([N+:22]([O-:24])=[O:23])[C:19](F)=[CH:18][C:17]=2[O:26][CH3:27])=[N:13][CH:14]=1, predict the reaction product. The product is: [Cl:8][C:9]1[C:10]([C:28]2[C:36]3[C:31](=[CH:32][CH:33]=[CH:34][CH:35]=3)[N:30]([CH3:37])[CH:29]=2)=[N:11][C:12]([NH:15][C:16]2[CH:21]=[C:20]([N+:22]([O-:24])=[O:23])[C:19]([N:5]3[CH2:6][CH2:7][N:2]([CH3:1])[CH2:3][CH2:4]3)=[CH:18][C:17]=2[O:26][CH3:27])=[N:13][CH:14]=1. (4) Given the reactants [CH2:1]([O:3][C:4](=[O:19])[CH2:5][C:6]1[C:15]2[C:10](=[CH:11][CH:12]=[C:13]([O:16][CH3:17])[N:14]=2)[N:9]=[CH:8][C:7]=1[F:18])[CH3:2].Br[CH2:21][C:22]#[N:23].O, predict the reaction product. The product is: [CH2:1]([O:3][C:4](=[O:19])[CH:5]([C:6]1[C:15]2[C:10](=[CH:11][CH:12]=[C:13]([O:16][CH3:17])[N:14]=2)[N:9]=[CH:8][C:7]=1[F:18])[CH2:21][C:22]#[N:23])[CH3:2].